From a dataset of Experimentally validated miRNA-target interactions with 360,000+ pairs, plus equal number of negative samples. Binary Classification. Given a miRNA mature sequence and a target amino acid sequence, predict their likelihood of interaction. The miRNA is mmu-miR-1195 with sequence UGAGUUCGAGGCCAGCCUGCUCA. The protein sequence of the target gene is MMDSEAHEKRPPMLTSSNQDLSPHIAGVGDMKHYLCGYCAAFNNVAITYPVQKILFRQQLYGIKTRDAVLQLRKDGFRNLYRGILPPLMQKTTTLALMFGLYEDLSRLLHKHVSSAPEFATRSVAALLAGTTEAILTPFERVQTLLQDHKHHDKFTNTYQAFRALRCHGIAEYYRGMVPILFRNGFGNVLFFGLRGPIKESLPTATTYSAHLVNDFICGGVLGAVLGFLSFPINVVKARIQSQIGGPFLSLPMVFKTIWIERDRKLINLFRGAHLNYHRSLISWGIINATYEFLLKIV. Result: 1 (interaction).